From a dataset of Forward reaction prediction with 1.9M reactions from USPTO patents (1976-2016). Predict the product of the given reaction. (1) Given the reactants [CH3:1][O:2][C:3]1[CH:4]=[C:5]([CH:8]=[C:9]([O:13][CH3:14])[C:10]=1[O:11][CH3:12])[CH:6]=O, predict the reaction product. The product is: [CH3:14][O:13][C:9]1[CH:8]=[C:5]([CH3:6])[CH:4]=[C:3]([O:2][CH3:1])[C:10]=1[O:11][CH3:12]. (2) Given the reactants [CH:1]([C:3]1[CH:10]=[CH:9][C:6]([C:7]#[N:8])=[CH:5][CH:4]=1)=O.C(O)(=O)[CH2:12][C:13]([OH:15])=[O:14].N1CCCCC1.Cl, predict the reaction product. The product is: [C:7]([C:6]1[CH:9]=[CH:10][C:3](/[CH:1]=[CH:12]/[C:13]([OH:15])=[O:14])=[CH:4][CH:5]=1)#[N:8]. (3) Given the reactants [F:1][C:2]1[CH:24]=[CH:23][C:5]([CH2:6][C:7]2[NH:8][C:9]([C:12]3[C:21]([OH:22])=[C:20]4[C:15]([CH:16]=[CH:17][CH:18]=[N:19]4)=[CH:14][N:13]=3)=[N:10][N:11]=2)=[CH:4][CH:3]=1.[OH:25]C1C(C#N)=NC=C2C=1N=CC=C2, predict the reaction product. The product is: [F:1][C:2]1[CH:24]=[CH:23][C:5]([CH2:6][C:7]([NH:11][NH2:10])=[O:25])=[CH:4][CH:3]=1.[F:1][C:2]1[CH:3]=[CH:4][C:5]([CH2:6][C:7]2[NH:8][C:9]([C:12]3[C:21]([OH:22])=[C:20]4[C:15]([CH:16]=[CH:17][CH:18]=[N:19]4)=[CH:14][N:13]=3)=[N:10][N:11]=2)=[CH:23][CH:24]=1.